From a dataset of Full USPTO retrosynthesis dataset with 1.9M reactions from patents (1976-2016). Predict the reactants needed to synthesize the given product. (1) The reactants are: [CH3:1][O:2][C:3]1[CH:21]=[CH:20][C:6]([CH2:7][NH:8][C:9]([C:11]2[C:15]([NH:16][C:17]([NH2:19])=[O:18])=[CH:14][NH:13][N:12]=2)=[O:10])=[CH:5][CH:4]=1.C(=O)([O-])[O-].[Cs+].[Cs+].I[C:29]1[CH:34]=[CH:33][CH:32]=[CH:31][N:30]=1. Given the product [CH3:1][O:2][C:3]1[CH:4]=[CH:5][C:6]([CH2:7][NH:8][C:9]([C:11]2[C:15]([NH:16][C:17]([NH2:19])=[O:18])=[CH:14][N:13]([C:29]3[CH:34]=[CH:33][CH:32]=[CH:31][N:30]=3)[N:12]=2)=[O:10])=[CH:20][CH:21]=1, predict the reactants needed to synthesize it. (2) Given the product [OH:20][CH:21]([CH3:59])[CH2:22][O:23][C@H:24]1[CH2:29][CH2:28][C@H:27]([N:30]2[C:35](=[O:36])[C:34]([CH2:37][C:38]3[CH:39]=[CH:40][C:41]([C:44]4[CH:49]=[CH:48][CH:47]=[CH:46][C:45]=4[C:50]4[NH:51][C:4](=[O:7])[O:5][N:3]=4)=[CH:42][CH:43]=3)=[C:33]([CH2:52][CH2:53][CH3:54])[N:32]3[N:55]=[C:56]([CH3:58])[N:57]=[C:31]23)[CH2:26][CH2:25]1, predict the reactants needed to synthesize it. The reactants are: [Cl-].O[NH3+:3].[C:4](=[O:7])([O-])[OH:5].[Na+].CS(C)=O.[Si]([O:20][CH:21]([CH3:59])[CH2:22][O:23][C@H:24]1[CH2:29][CH2:28][C@H:27]([N:30]2[C:35](=[O:36])[C:34]([CH2:37][C:38]3[CH:43]=[CH:42][C:41]([C:44]4[C:45]([C:50]#[N:51])=[CH:46][CH:47]=[CH:48][CH:49]=4)=[CH:40][CH:39]=3)=[C:33]([CH2:52][CH2:53][CH3:54])[N:32]3[N:55]=[C:56]([CH3:58])[N:57]=[C:31]23)[CH2:26][CH2:25]1)(C(C)(C)C)(C)C. (3) Given the product [CH3:18][O:17][C:14]1[CH:15]=[CH:16][C:11]([C:10]2[O:19][C:6]([C:5]3[CH:20]=[CH:21][C:2]([NH2:1])=[C:3]([N+:22]([O-:24])=[O:23])[CH:4]=3)=[N:8][N:9]=2)=[CH:12][CH:13]=1, predict the reactants needed to synthesize it. The reactants are: [NH2:1][C:2]1[CH:21]=[CH:20][C:5]([C:6]([NH:8][NH:9][C:10](=[O:19])[C:11]2[CH:16]=[CH:15][C:14]([O:17][CH3:18])=[CH:13][CH:12]=2)=O)=[CH:4][C:3]=1[N+:22]([O-:24])=[O:23].CC[N+](S(N=C(OC)[O-])(=O)=O)(CC)CC. (4) Given the product [Cl:25][C:26]1[CH:31]=[CH:30][C:29]([Cl:32])=[CH:28][C:27]=1[N:33]1[C:2]2[C:3](=[CH:14][CH:15]=[C:16]([OH:18])[CH:17]=2)[C:4]([C:6]2[CH:11]=[CH:10][C:9]([OH:12])=[CH:8][C:7]=2[OH:13])=[N:34]1, predict the reactants needed to synthesize it. The reactants are: O[C:2]1[CH:17]=[C:16]([OH:18])[CH:15]=[CH:14][C:3]=1[C:4]([C:6]1[CH:11]=[CH:10][C:9]([OH:12])=[CH:8][C:7]=1[OH:13])=O.C([O-])(=O)C.[Na+].Cl.[Cl:25][C:26]1[CH:31]=[CH:30][C:29]([Cl:32])=[CH:28][C:27]=1[NH:33][NH2:34]. (5) Given the product [NH2:17][CH2:16][C:18]1[N:19]=[CH:20][C:21]([NH:5][C:4]2[CH:6]=[CH:7][C:8]([C:10]([F:12])([F:11])[F:13])=[CH:9][C:3]=2[C:2]([F:14])([F:15])[F:1])=[CH:22][CH:23]=1, predict the reactants needed to synthesize it. The reactants are: [F:1][C:2]([F:15])([F:14])[C:3]1[CH:9]=[C:8]([C:10]([F:13])([F:12])[F:11])[CH:7]=[CH:6][C:4]=1[NH2:5].[C:16]([C:18]1[CH:23]=[CH:22][C:21](F)=[CH:20][N:19]=1)#[N:17]. (6) The reactants are: [NH2:1][C:2]1[O:6][N:5]=[C:4]([CH3:7])[C:3]=1[Br:8].[Cl:9][C:10]1[CH:11]=[C:12]([S:16](Cl)(=[O:18])=[O:17])[S:13][C:14]=1[Cl:15]. Given the product [Br:8][C:3]1[C:4]([CH3:7])=[N:5][O:6][C:2]=1[NH:1][S:16]([C:12]1[S:13][C:14]([Cl:15])=[C:10]([Cl:9])[CH:11]=1)(=[O:18])=[O:17], predict the reactants needed to synthesize it. (7) Given the product [ClH:21].[Cl:21][C:2]1[C:11]2[C:6](=[CH:7][C:8]([O:12][CH3:13])=[CH:9][CH:10]=2)[N:5]=[N:4][CH:3]=1, predict the reactants needed to synthesize it. The reactants are: O[C:2]1[C:11]2[C:6](=[CH:7][C:8]([O:12][CH3:13])=[CH:9][CH:10]=2)[N:5]=[N:4][CH:3]=1.CN(C=O)C.S(Cl)([Cl:21])=O.